This data is from Full USPTO retrosynthesis dataset with 1.9M reactions from patents (1976-2016). The task is: Predict the reactants needed to synthesize the given product. (1) Given the product [CH3:1][NH:2][C:26]([C:21]1[C:20]([C:17]2[CH:18]=[CH:19][C:14]([C:13]([F:30])([F:29])[F:12])=[CH:15][CH:16]=2)=[CH:25][CH:24]=[CH:23][CH:22]=1)=[O:27], predict the reactants needed to synthesize it. The reactants are: [CH3:1][N:2](C)CCCN=C=NCC.[F:12][C:13]([F:30])([F:29])[C:14]1[CH:19]=[CH:18][C:17]([C:20]2[C:21]([C:26](O)=[O:27])=[CH:22][CH:23]=[CH:24][CH:25]=2)=[CH:16][CH:15]=1.ON1C2C=CC=CC=2N=N1.CN.C(O)C. (2) Given the product [Cl:1][C:2]1[N:7]=[C:6]([C:8]2[S:43][C:41]([N:36]3[CH2:40][CH2:39][CH2:38][CH2:37]3)=[N:42][C:9]=2[C:11]2[CH:12]=[C:13]([NH:17][C:18](=[O:27])[C:19]3[C:24]([F:25])=[CH:23][CH:22]=[CH:21][C:20]=3[F:26])[CH:14]=[CH:15][CH:16]=2)[CH:5]=[CH:4][N:3]=1, predict the reactants needed to synthesize it. The reactants are: [Cl:1][C:2]1[N:7]=[C:6](/[CH:8]=[C:9](\[C:11]2[CH:12]=[C:13]([NH:17][C:18](=[O:27])[C:19]3[C:24]([F:25])=[CH:23][CH:22]=[CH:21][C:20]=3[F:26])[CH:14]=[CH:15][CH:16]=2)/O)[CH:5]=[CH:4][N:3]=1.C1C(=O)N(Br)C(=O)C1.[N:36]1([C:41](=[S:43])[NH2:42])[CH2:40][CH2:39][CH2:38][CH2:37]1. (3) Given the product [O:42]1[C:38]([C:35]2[CH:36]=[CH:37][C:32]([CH2:31][N:15]3[C:14](=[O:17])[N:11]4[N:12]=[CH:13][C:8]([C:5]5[CH:6]=[CH:7][C:2]([Cl:1])=[CH:3][CH:4]=5)=[C:9]([C:18]5[CH:23]=[CH:22][N:21]=[CH:20][CH:19]=5)[C:10]4=[N:16]3)=[CH:33][CH:34]=2)=[CH:39][CH:40]=[N:41]1, predict the reactants needed to synthesize it. The reactants are: [Cl:1][C:2]1[CH:7]=[CH:6][C:5]([C:8]2[CH:13]=[N:12][N:11]3[C:14](=[O:17])[NH:15][N:16]=[C:10]3[C:9]=2[C:18]2[CH:23]=[CH:22][N:21]=[CH:20][CH:19]=2)=[CH:4][CH:3]=1.C([O-])([O-])=O.[K+].[K+].Br[CH2:31][C:32]1[CH:37]=[CH:36][C:35]([C:38]2[O:42][N:41]=[CH:40][CH:39]=2)=[CH:34][CH:33]=1. (4) Given the product [N+:23]([C:20]1[CH:21]=[CH:22][C:17]([O:15][N:14]=[C:7]2[CH2:13][CH2:12][CH2:11][CH2:10][CH2:9][CH2:8]2)=[CH:18][CH:19]=1)([O-:25])=[O:24], predict the reactants needed to synthesize it. The reactants are: CC(C)([O-])C.[K+].[C:7]1(=[N:14][OH:15])[CH2:13][CH2:12][CH2:11][CH2:10][CH2:9][CH2:8]1.Cl[C:17]1[CH:22]=[CH:21][C:20]([N+:23]([O-:25])=[O:24])=[CH:19][CH:18]=1.O. (5) Given the product [CH2:14]([O:16][C:17](=[O:25])[C:18](=[O:19])[CH2:20][C:8]([C:6]1[CH:7]=[C:2]([Br:1])[CH:3]=[CH:4][C:5]=1[O:12][CH3:13])([CH3:11])[CH3:9])[CH3:15], predict the reactants needed to synthesize it. The reactants are: [Br:1][C:2]1[CH:3]=[CH:4][C:5]([O:12][CH3:13])=[C:6]([C:8]([CH3:11])(O)[CH3:9])[CH:7]=1.[CH2:14]([O:16][C:17](=[O:25])[C:18]([O:20][Si](C)(C)C)=[CH2:19])[CH3:15].[Sn](Cl)(Cl)(Cl)Cl.C(=O)([O-])[O-].[K+].[K+]. (6) Given the product [CH3:1][O:2][C:3](=[O:35])[CH:4]([C:10]1[CH:15]=[CH:14][C:13](/[CH:16]=[CH:17]/[C:18](=[O:34])[NH:19][C:20]2[CH:25]=[CH:24][CH:23]=[CH:22][C:21]=2[NH:26][C:27]([O:29][C:30]([CH3:32])([CH3:31])[CH3:33])=[O:28])=[CH:12][CH:11]=1)[N:46]1[CH2:45][CH2:44][CH:37]([N:38]([CH2:41][CH3:42])[CH2:39][CH3:40])[CH2:36]1, predict the reactants needed to synthesize it. The reactants are: [CH3:1][O:2][C:3](=[O:35])[CH:4]([C:10]1[CH:15]=[CH:14][C:13]([CH:16]=[CH:17][C:18](=[O:34])[NH:19][C:20]2[CH:25]=[CH:24][CH:23]=[CH:22][C:21]=2[NH:26][C:27]([O:29][C:30]([CH3:33])([CH3:32])[CH3:31])=[O:28])=[CH:12][CH:11]=1)OS(C)(=O)=O.[CH3:36][CH2:37][N:38]([CH2:41][CH3:42])[CH2:39][CH3:40].O[C@H:44]1CC[NH:46][CH2:45]1. (7) Given the product [CH3:1][O:2][C:3]1[CH:40]=[C:39]([O:41][CH3:42])[CH:38]=[CH:37][C:4]=1[CH2:5][N:6]([C:31]1[CH:36]=[CH:35][N:34]=[CH:33][N:32]=1)[S:7]([C:10]1[CH:15]=[C:14]([F:16])[C:13]([O:17][C@H:18]2[CH2:22][C@@H:21]([O:23][CH3:47])[CH2:20][C@@H:19]2[C:24]2[N:28]([CH3:29])[N:27]=[CH:26][CH:25]=2)=[CH:12][C:11]=1[F:30])(=[O:8])=[O:9], predict the reactants needed to synthesize it. The reactants are: [CH3:1][O:2][C:3]1[CH:40]=[C:39]([O:41][CH3:42])[CH:38]=[CH:37][C:4]=1[CH2:5][N:6]([C:31]1[CH:36]=[CH:35][N:34]=[CH:33][N:32]=1)[S:7]([C:10]1[CH:15]=[C:14]([F:16])[C:13]([O:17][C@H:18]2[CH2:22][C@@H:21]([OH:23])[CH2:20][C@@H:19]2[C:24]2[N:28]([CH3:29])[N:27]=[CH:26][CH:25]=2)=[CH:12][C:11]=1[F:30])(=[O:9])=[O:8].S(OC)(O[CH3:47])(=O)=O.[H-].[Na+]. (8) Given the product [C:1]([O:18][CH2:19][C@@H:20]([CH2:22][O:23][C:25](=[O:26])[CH3:24])[OH:21])(=[O:17])[CH2:2][CH2:3][CH2:4][CH2:5][CH2:6][CH2:7][CH2:8][CH2:9][CH2:10][CH2:11][CH2:12][CH2:13][CH2:14][CH2:15][CH3:16], predict the reactants needed to synthesize it. The reactants are: [C:1]([O:18][CH2:19][C@@H:20]([CH2:22][OH:23])[OH:21])(=[O:17])[CH2:2][CH2:3][CH2:4][CH2:5][CH2:6][CH2:7][CH2:8][CH2:9][CH2:10][CH2:11][CH2:12][CH2:13][CH2:14][CH2:15][CH3:16].[CH3:24][CH2:25][OH:26]. (9) Given the product [Cl:1][C:2]1[CH:3]=[CH:4][C:5]([S:8]([N:11]([CH2:20][C:21]2[CH:30]=[CH:29][C:24]([C:25]([O:27][CH3:28])=[O:26])=[CH:23][CH:22]=2)[CH2:12][CH:13]2[CH2:18][CH2:17][O:16][CH2:15][CH2:14]2)(=[O:9])=[O:10])=[CH:6][CH:7]=1, predict the reactants needed to synthesize it. The reactants are: [Cl:1][C:2]1[CH:7]=[CH:6][C:5]([S:8]([NH:11][CH2:12][CH:13]2[CH2:18][CH2:17][O:16][CH2:15][CH2:14]2)(=[O:10])=[O:9])=[CH:4][CH:3]=1.Br[CH2:20][C:21]1[CH:30]=[CH:29][C:24]([C:25]([O:27][CH3:28])=[O:26])=[CH:23][CH:22]=1.C(=O)([O-])[O-].[Cs+].[Cs+].O. (10) Given the product [OH:20][CH:19]1[CH:21]([OH:14])[CH2:1][C:2]([CH3:3])([C:7]([OH:9])=[O:8])[CH2:18]1, predict the reactants needed to synthesize it. The reactants are: [CH3:1][C:2]1([C:7]([OH:9])=[O:8])CC=C[CH2:3]1.C[N+]1([O-])CC[O:14]CC1.[CH3:18][C:19]([CH3:21])=[O:20].C(#N)C.